This data is from Merck oncology drug combination screen with 23,052 pairs across 39 cell lines. The task is: Regression. Given two drug SMILES strings and cell line genomic features, predict the synergy score measuring deviation from expected non-interaction effect. Synergy scores: synergy=6.16. Drug 2: CCc1cnn2c(NCc3ccc[n+]([O-])c3)cc(N3CCCCC3CCO)nc12. Cell line: RKO. Drug 1: CN(C)C(=N)N=C(N)N.